Predict the reactants needed to synthesize the given product. From a dataset of Full USPTO retrosynthesis dataset with 1.9M reactions from patents (1976-2016). (1) Given the product [Cl:13][C:14]1[N:15]=[C:16]([O:12][C:5]2[C:6]([CH3:11])=[CH:7][C:8]([CH3:10])=[CH:9][C:4]=2[CH3:3])[C:17]2[N:22]([CH3:23])[CH:21]=[CH:20][C:18]=2[N:19]=1, predict the reactants needed to synthesize it. The reactants are: [H-].[Na+].[CH3:3][C:4]1[CH:9]=[C:8]([CH3:10])[CH:7]=[C:6]([CH3:11])[C:5]=1[OH:12].[Cl:13][C:14]1[N:15]=[C:16](Cl)[C:17]2[N:22]([CH3:23])[CH:21]=[CH:20][C:18]=2[N:19]=1. (2) Given the product [CH3:27][N:26]([CH3:28])[C:22]1[CH:21]=[C:20]([N:16]2[CH2:15][CH2:14][CH:13]([N:2]([CH3:1])[C:3](=[O:12])[O:4][CH2:5][C:6]3[CH:11]=[CH:10][CH:9]=[CH:8][CH:7]=3)[CH2:18][CH2:17]2)[CH:25]=[CH:24][N:23]=1, predict the reactants needed to synthesize it. The reactants are: [CH3:1][N:2]([CH:13]1[CH2:18][CH2:17][NH:16][CH2:15][CH2:14]1)[C:3](=[O:12])[O:4][CH2:5][C:6]1[CH:11]=[CH:10][CH:9]=[CH:8][CH:7]=1.Br[C:20]1[CH:25]=[CH:24][N:23]=[C:22]([N:26]([CH3:28])[CH3:27])[CH:21]=1.C(O[Na])(C)(C)C. (3) Given the product [NH2:16][CH2:19][C:20]1[CH:21]=[C:22]([OH:33])[C:23]([C:26]2[CH:31]=[CH:30][C:29]([F:32])=[CH:28][CH:27]=2)=[CH:24][CH:25]=1, predict the reactants needed to synthesize it. The reactants are: NCC1C=C(O)C(C2C=CC=CC=2)=CC=1.[N:16]([CH2:19][C:20]1[CH:21]=[C:22]([OH:33])[C:23]([C:26]2[CH:31]=[CH:30][C:29]([F:32])=[CH:28][CH:27]=2)=[CH:24][CH:25]=1)=[N+]=[N-]. (4) Given the product [Cl:1][C:2]1[CH:19]=[CH:18][C:17]([S:20]([N:23]2[C:32]3[C:27](=[CH:28][CH:29]=[CH:30][CH:31]=3)[CH2:26][CH2:25][CH2:24]2)(=[O:21])=[O:22])=[CH:16][C:3]=1[N:4]1[CH2:5][C:6]2[C:7](=[CH:8][CH:9]=[C:10]([F:12])[CH:11]=2)[NH:13][C:34]1=[O:36], predict the reactants needed to synthesize it. The reactants are: [Cl:1][C:2]1[CH:19]=[CH:18][C:17]([S:20]([N:23]2[C:32]3[C:27](=[CH:28][CH:29]=[CH:30][CH:31]=3)[CH2:26][CH2:25][CH2:24]2)(=[O:22])=[O:21])=[CH:16][C:3]=1[NH:4][CH2:5][C:6]1[CH:11]=[C:10]([F:12])[CH:9]=[CH:8][C:7]=1[N+:13]([O-])=O.Cl.[CH2:34]([OH:36])C. (5) Given the product [CH3:39][O:18][C:15]([CH:10]1[CH2:9][CH:8]1[C:5]1[CH:4]=[CH:3][C:2]([B:20]2[O:24][C:23]([CH3:26])([CH3:25])[C:22]([CH3:28])([CH3:27])[O:21]2)=[CH:7][CH:6]=1)=[O:17], predict the reactants needed to synthesize it. The reactants are: Br[C:2]1[CH:7]=[CH:6][C:5]([C:8]2(C(OC)=O)[CH2:10][CH2:9]2)=[CH:4][CH:3]=1.[C:15]([O-:18])(=[O:17])C.[K+].[B:20]1([B:20]2[O:24][C:23]([CH3:26])([CH3:25])[C:22]([CH3:28])([CH3:27])[O:21]2)[O:24][C:23]([CH3:26])([CH3:25])[C:22]([CH3:28])([CH3:27])[O:21]1.O1CCOC[CH2:39]1. (6) Given the product [Cl:19][C:18]1[C:13]([Cl:12])=[CH:14][C:15]([CH2:20][O:21][CH2:4][O:5][CH2:6][CH2:7][Si:8]([CH3:11])([CH3:10])[CH3:9])=[CH:16][N:17]=1, predict the reactants needed to synthesize it. The reactants are: [H-].[Na+].Cl[CH2:4][O:5][CH2:6][CH2:7][Si:8]([CH3:11])([CH3:10])[CH3:9].[Cl:12][C:13]1[CH:14]=[C:15]([CH2:20][OH:21])[CH:16]=[N:17][C:18]=1[Cl:19].O. (7) Given the product [C:1]([O:5][C:6]([N:8]1[C:12]2=[C:13]([NH2:28])[C:14]([NH:19][C:20]3[CH:25]=[CH:24][C:23]([Br:26])=[CH:22][C:21]=3[F:27])=[C:15]([CH3:18])[C:16](=[O:17])[N:11]2[CH2:10][CH2:9]1)=[O:7])([CH3:2])([CH3:3])[CH3:4], predict the reactants needed to synthesize it. The reactants are: [C:1]([O:5][C:6]([N:8]1[C:12]2=[C:13]([N+:28]([O-])=O)[C:14]([NH:19][C:20]3[CH:25]=[CH:24][C:23]([Br:26])=[CH:22][C:21]=3[F:27])=[C:15]([CH3:18])[C:16](=[O:17])[N:11]2[CH2:10][CH2:9]1)=[O:7])([CH3:4])([CH3:3])[CH3:2].[NH4+].[Cl-].C(OC(=O)C)C.